This data is from Reaction yield outcomes from USPTO patents with 853,638 reactions. The task is: Predict the reaction yield, written as a fraction of the theoretical maximum amount of product (1.0 means a 100% yield; for example, 0.34 means a 34% yield). (1) The reactants are CC1(C)CCCC(C)(C)N1.C(=O)=O.[Li]CCCC.[Cl:19][C:20]1[CH:25]=[N:24][CH:23]=[CH:22][N:21]=1.[C:26]1([C:32]2[CH:41]=[CH:40][C:39]3[C:34](=[CH:35][C:36]([CH:42]=[O:43])=[CH:37][CH:38]=3)[N:33]=2)[CH:31]=[CH:30][CH:29]=[CH:28][CH:27]=1. The catalyst is C1COCC1.CC(C)=O. The product is [Cl:19][C:20]1[C:25]([CH:42]([C:36]2[CH:35]=[C:34]3[C:39]([CH:40]=[CH:41][C:32]([C:26]4[CH:27]=[CH:28][CH:29]=[CH:30][CH:31]=4)=[N:33]3)=[CH:38][CH:37]=2)[OH:43])=[N:24][CH:23]=[CH:22][N:21]=1. The yield is 0.100. (2) The reactants are [NH2:1][CH:2]1[C:10]2[C:5](=[CH:6][CH:7]=[CH:8][CH:9]=2)[C:4](=[O:11])[N:3]1[CH2:12][C:13]1[CH:18]=[CH:17][CH:16]=[CH:15][CH:14]=1.C(=O)([O-])[O-].[K+].[K+].Br[CH2:26][C:27]([O:29][CH2:30][CH3:31])=[O:28]. The catalyst is O1CCOCC1. The product is [CH2:30]([O:29][C:27](=[O:28])[CH3:26])[CH3:31].[CH2:12]([N:3]1[C:4](=[O:11])[C:5]2[C:10](=[CH:9][CH:8]=[CH:7][CH:6]=2)[CH:2]1[NH2:1])[C:13]1[CH:14]=[CH:15][CH:16]=[CH:17][CH:18]=1. The yield is 0.550.